Dataset: Full USPTO retrosynthesis dataset with 1.9M reactions from patents (1976-2016). Task: Predict the reactants needed to synthesize the given product. (1) Given the product [Cl:8][C:9]1[C:10]([CH2:21][O:22][CH3:23])=[CH:11][CH:12]=[C:13]2[C:18]=1[N:17]=[CH:16][CH:15]=[CH:14]2, predict the reactants needed to synthesize it. The reactants are: C(N(CC)CC)C.[Cl:8][C:9]1[C:10](O)=[CH:11][CH:12]=[C:13]2[C:18]=1[N:17]=[C:16](C)[CH:15]=[CH:14]2.[CH3:21][O:22][CH2:23]Cl. (2) Given the product [CH2:14]([O:13][CH:12]=[C:4]([C:3]([CH:2]([F:11])[F:1])=[O:10])[C:5]([O:7][CH2:8][CH3:9])=[O:6])[CH3:15], predict the reactants needed to synthesize it. The reactants are: [F:1][CH:2]([F:11])[C:3](=[O:10])[CH2:4][C:5]([O:7][CH2:8][CH3:9])=[O:6].[CH:12](OCC)(OCC)[O:13][CH2:14][CH3:15].C(OC(=O)C)(=O)C.